From a dataset of Catalyst prediction with 721,799 reactions and 888 catalyst types from USPTO. Predict which catalyst facilitates the given reaction. (1) Reactant: [CH3:1][O:2][C:3](=[O:13])[C:4]1[CH:9]=[C:8]([OH:10])[C:7]([Br:11])=[C:6]([OH:12])[CH:5]=1.Cl[CH2:15][C:16]([CH3:18])=[CH2:17]. Product: [CH3:1][O:2][C:3](=[O:13])[C:4]1[CH:9]=[C:8]([O:10][CH2:17][C:16]([CH3:18])=[CH2:15])[C:7]([Br:11])=[C:6]([OH:12])[CH:5]=1. The catalyst class is: 5. (2) Reactant: [H-].[Na+].Cl.[NH2:4][C:5]([NH2:7])=[NH:6].[C:8]([O:12][C:13](=[O:33])[CH:14]1[CH2:18][CH2:17][CH2:16][N:15]1[C:19]([C:21]1[CH:30]=[C:29]2[C:24]([C:25]([Cl:32])=[CH:26][N:27]=[C:28]2Cl)=[CH:23][CH:22]=1)=[O:20])([CH3:11])([CH3:10])[CH3:9].O. Product: [C:8]([O:12][C:13](=[O:33])[CH:14]1[CH2:18][CH2:17][CH2:16][N:15]1[C:19]([C:21]1[CH:30]=[C:29]2[C:24]([C:25]([Cl:32])=[CH:26][N:27]=[C:28]2[NH:6][C:5]([NH2:7])=[NH:4])=[CH:23][CH:22]=1)=[O:20])([CH3:11])([CH3:9])[CH3:10]. The catalyst class is: 16. (3) Reactant: [C:1]([O:5][C:6]([NH:8][C@H:9]([C:18]([OH:20])=[O:19])[CH2:10][C:11]1[CH:16]=[CH:15][C:14]([OH:17])=[CH:13][CH:12]=1)=[O:7])([CH3:4])([CH3:3])[CH3:2].C(=O)([O-])[O-].[K+].[K+].F[C:28]1[CH:33]=[CH:32][C:31]([N+:34]([O-:36])=[O:35])=[CH:30][CH:29]=1. Product: [C:1]([O:5][C:6]([NH:8][CH:9]([CH2:10][C:11]1[CH:12]=[CH:13][C:14]([O:17][C:28]2[CH:33]=[CH:32][C:31]([N+:34]([O-:36])=[O:35])=[CH:30][CH:29]=2)=[CH:15][CH:16]=1)[C:18]([OH:20])=[O:19])=[O:7])([CH3:4])([CH3:2])[CH3:3]. The catalyst class is: 9. (4) Reactant: [Li+].CC([N-]C(C)C)C.[CH3:9][C:10]([CH3:26])([CH2:14][S:15][C:16]1[CH:21]=[CH:20][C:19]([C:22]([F:25])([F:24])[F:23])=[CH:18][CH:17]=1)[C:11](=[O:13])[CH3:12].[Si:27](Cl)([CH3:30])([CH3:29])[CH3:28]. Product: [CH3:9][C:10]([CH3:26])([CH2:14][S:15][C:16]1[CH:17]=[CH:18][C:19]([C:22]([F:24])([F:25])[F:23])=[CH:20][CH:21]=1)[C:11]([O:13][Si:27]([CH3:30])([CH3:29])[CH3:28])=[CH2:12]. The catalyst class is: 773.